This data is from Full USPTO retrosynthesis dataset with 1.9M reactions from patents (1976-2016). The task is: Predict the reactants needed to synthesize the given product. (1) Given the product [Br:1][C:2]1[C:3]([O:11][CH2:12][CH3:13])=[CH:4][C:5]([N:15]([CH3:16])[CH3:14])=[C:6]([CH:9]=1)[C:7]#[N:8], predict the reactants needed to synthesize it. The reactants are: [Br:1][C:2]1[C:3]([O:11][CH2:12][CH3:13])=[CH:4][C:5](F)=[C:6]([CH:9]=1)[C:7]#[N:8].[CH3:14][NH:15][CH3:16]. (2) Given the product [C:51]([C:8]1[CH:7]=[CH:6][C:5]([O:10][C:11]2[CH:12]=[C:13]3[C:18](=[CH:19][CH:20]=2)[O:17][CH:16]([C:21]2[CH:26]=[CH:25][CH:24]=[CH:23][CH:22]=2)[CH2:15][CH2:14]3)=[C:4]([N+:1]([O-:3])=[O:2])[CH:9]=1)#[N:52], predict the reactants needed to synthesize it. The reactants are: [N+:1]([C:4]1[CH:9]=[CH:8][CH:7]=[CH:6][C:5]=1[O:10][C:11]1[CH:12]=[C:13]2[C:18](=[CH:19][CH:20]=1)[O:17][CH:16]([C:21]1[CH:26]=[CH:25][CH:24]=[CH:23][CH:22]=1)[CH2:15][CH2:14]2)([O-:3])=[O:2].OC1C=C2C(=CC=1)OC(C1C=CC=CC=1)CC2.[OH-].[K+].ClC1C=CC([C:51]#[N:52])=CC=1[N+]([O-])=O. (3) Given the product [S:23]1[CH:27]=[CH:26][N:25]=[C:24]1[NH:28][C:17]([C:16]1[C:11]2[N:12]([CH:20]=[C:9]([C:4]3[CH:5]=[CH:6][CH:7]=[CH:8][C:3]=3[C:2]([F:21])([F:22])[F:1])[N:10]=2)[N:13]=[CH:14][CH:15]=1)=[O:18], predict the reactants needed to synthesize it. The reactants are: [F:1][C:2]([F:22])([F:21])[C:3]1[CH:8]=[CH:7][CH:6]=[CH:5][C:4]=1[C:9]1[N:10]=[C:11]2[C:16]([C:17](O)=[O:18])=[CH:15][CH:14]=[N:13][N:12]2[CH:20]=1.[S:23]1[CH:27]=[CH:26][N:25]=[C:24]1[NH2:28].C(N(CC)C(C)C)(C)C.C[NH3+].F[P-](F)(F)(F)(F)F.N1(OC(N(C)C)=[N+](C)C)C2N=CC=CC=2N=N1.F[P-](F)(F)(F)(F)F. (4) Given the product [NH2:26][C@@H:21]([C@@H:22]([CH3:25])[CH2:23][CH3:24])[CH2:20][N:8]([C:5]1[CH:4]=[CH:3][C:2]([O:1][CH2:44][CH:40]2[CH2:43][CH2:42][CH2:41]2)=[CH:7][CH:6]=1)[C:9]([C@@H:11]1[CH2:13][C@H:12]1[C:14]1[CH:19]=[CH:18][CH:17]=[CH:16][N:15]=1)=[O:10], predict the reactants needed to synthesize it. The reactants are: [OH:1][C:2]1[CH:7]=[CH:6][C:5]([N:8]([CH2:20][C@@H:21]([NH:26]C(=O)OC(C)(C)C)[C@@H:22]([CH3:25])[CH2:23][CH3:24])[C:9]([C@@H:11]2[CH2:13][C@H:12]2[C:14]2[CH:19]=[CH:18][CH:17]=[CH:16][N:15]=2)=[O:10])=[CH:4][CH:3]=1.C(=O)([O-])[O-].[K+].[K+].[CH:40]1([CH2:44]Br)[CH2:43][CH2:42][CH2:41]1.C(Cl)(=O)C. (5) Given the product [OH:1][CH2:2][CH2:3][CH:4]1[C:5]2([CH2:16][CH2:15][CH2:14][CH2:12][CH2:13]2)[CH2:6][C:7](=[O:9])[O:8]1, predict the reactants needed to synthesize it. The reactants are: [OH:1][CH2:2][CH2:3][CH:4]1[O:8][C:7](=[O:9])[C:6](C)(C)[CH2:5]1.[CH:12]([C:14]1(CC(O)=O)CCC[CH2:16][CH2:15]1)=[CH2:13].CC(C)(CC=C)C(OC)=O. (6) Given the product [CH:1]1([N:7]2[C:8]([OH:28])=[C:9]([C:24]([NH:34][CH:29]3[CH2:33][CH2:32][CH2:31][CH2:30]3)=[O:25])[C:10]([OH:23])=[C:11]([C:14]([NH:16][CH2:17][C:18]([OH:20])=[O:19])=[O:15])[C:12]2=[O:13])[CH2:2][CH2:3][CH2:4][CH2:5][CH2:6]1, predict the reactants needed to synthesize it. The reactants are: [CH:1]1([N:7]2[C:12](=[O:13])[C:11]([C:14]([NH:16][CH2:17][C:18]([O:20]CC)=[O:19])=[O:15])=[C:10]([OH:23])[C:9]([C:24](OC)=[O:25])=[C:8]2[OH:28])[CH2:6][CH2:5][CH2:4][CH2:3][CH2:2]1.[CH:29]1([NH2:34])[CH2:33][CH2:32][CH2:31][CH2:30]1. (7) Given the product [CH2:3]([C:2]1[N:1]=[C:12]([C@H:14]2[CH2:18][CH2:17][C@H:16]([NH:19][C:20](=[O:26])[O:21][C:22]([CH3:25])([CH3:24])[CH3:23])[CH2:15]2)[O:11][N:10]=1)[C:4]1[CH:9]=[CH:8][CH:7]=[CH:6][CH:5]=1, predict the reactants needed to synthesize it. The reactants are: [NH2:1]/[C:2](=[N:10]\[O:11][C:12]([C@H:14]1[CH2:18][CH2:17][C@H:16]([NH:19][C:20](=[O:26])[O:21][C:22]([CH3:25])([CH3:24])[CH3:23])[CH2:15]1)=O)/[CH2:3][C:4]1[CH:9]=[CH:8][CH:7]=[CH:6][CH:5]=1.C(=O)([O-])[O-].[Na+].[Na+]. (8) Given the product [NH2:8][C:7]1[C:2]([F:1])=[CH:3][C:4]([C:17]#[C:18][Si:19]([CH3:20])([CH3:21])[CH3:22])=[C:5]([CH2:11][C:12]([O:14][CH2:15][CH3:16])=[O:13])[CH:6]=1, predict the reactants needed to synthesize it. The reactants are: [F:1][C:2]1[C:7]([N+:8]([O-])=O)=[CH:6][C:5]([CH2:11][C:12]([O:14][CH2:15][CH3:16])=[O:13])=[C:4]([C:17]#[C:18][Si:19]([CH3:22])([CH3:21])[CH3:20])[CH:3]=1.[NH4+].[Cl-]. (9) Given the product [CH3:26][C@H:21]1[O:22][C@@H:23]([CH3:25])[CH2:24][N:19]([C:9]2[C:8]([CH2:7][OH:6])=[CH:13][C:12]3[C:14]([CH3:15])=[N:42][S:44][C:46]=3[C:10]=2[F:18])[CH2:20]1, predict the reactants needed to synthesize it. The reactants are: C([SiH2][O:6][C:7](C1C=CC=CC=1)(C1C=CC=CC=1)[C:8]1[C:9]([N:19]2[CH2:24][C@H:23]([CH3:25])[O:22][C@H:21]([CH3:26])[CH2:20]2)=[C:10]([F:18])C(F)=[C:12]([C:14](=O)[CH3:15])[CH:13]=1)(C)(C)C.[S].[I-].[K+].[NH3:42].C[S:44]([CH3:46])=O. (10) Given the product [F:18][C:12]([F:19])([C:4]1[CH:3]=[CH:8][C:7]([CH3:9])=[CH:6][N:5]=1)[C:13]([O:15][CH2:16][CH3:17])=[O:14], predict the reactants needed to synthesize it. The reactants are: C([C:3]1[C:4](Br)=[N:5][CH:6]=[C:7]([CH3:9])[CH:8]=1)C.Br[C:12]([F:19])([F:18])[C:13]([O:15][CH2:16][CH3:17])=[O:14].